This data is from Full USPTO retrosynthesis dataset with 1.9M reactions from patents (1976-2016). The task is: Predict the reactants needed to synthesize the given product. (1) Given the product [Cl:1][C:2]1[CH:3]=[C:4]([CH:23]=[CH:24][C:25]=1[F:26])[CH2:5][N:6]1[CH2:15][CH2:14][C:13]2[C:8](=[C:9]([O:20][CH3:21])[C:10](=[O:19])[NH:11][C:12]=2[C:16]([N:33]([CH2:32][C@H:31]([O:35][CH:36]2[CH2:41][CH2:40][CH2:39][CH2:38][O:37]2)[C:28]([CH3:27])([CH3:43])[CH2:29][OH:30])[CH3:34])=[O:18])[C:7]1=[O:22], predict the reactants needed to synthesize it. The reactants are: [Cl:1][C:2]1[CH:3]=[C:4]([CH:23]=[CH:24][C:25]=1[F:26])[CH2:5][N:6]1[CH2:15][CH2:14][C:13]2[C:8](=[C:9]([O:20][CH3:21])[C:10](=[O:19])[NH:11][C:12]=2[C:16]([OH:18])=O)[C:7]1=[O:22].[CH3:27][CH:28]([C@@:31](C)([O:35][CH:36]1[CH2:41][CH2:40][CH2:39][CH2:38][O:37]1)[CH2:32][NH:33][CH3:34])[CH2:29][OH:30].[CH2:43](Cl)CCl.C1C=NC2N(O)N=NC=2C=1.CN1CCOCC1. (2) Given the product [N:25]1([CH2:24][CH2:23][N:10]2[C:11]3[C:16](=[CH:15][CH:14]=[CH:13][CH:12]=3)[C:17]3[CH2:18][CH2:19][O:20][C:7]4[CH:6]=[CH:5][CH:4]=[CH:3][C:8]=4[C:9]2=3)[CH2:30][CH2:29][CH2:28][CH2:27][CH2:26]1, predict the reactants needed to synthesize it. The reactants are: [H-].[Na+].[CH:3]1[C:8]2[C:9]3[NH:10][C:11]4[C:16]([C:17]=3[CH2:18][CH2:19][O:20][C:7]=2[CH:6]=[CH:5][CH:4]=1)=[CH:15][CH:14]=[CH:13][CH:12]=4.Cl.Cl[CH2:23][CH2:24][N:25]1[CH2:30][CH2:29][CH2:28][CH2:27][CH2:26]1.O.